Dataset: Full USPTO retrosynthesis dataset with 1.9M reactions from patents (1976-2016). Task: Predict the reactants needed to synthesize the given product. (1) The reactants are: C(OP([CH2:9][C:10]([O:12][CH2:13][CH3:14])=[O:11])(OCC)=O)C.[H-].[Na+].[CH2:17]([O:21][C:22]1[CH:26]=[C:25]([CH:27]=O)[N:24]([CH2:29][C:30]2[CH:35]=[CH:34][C:33]([Cl:36])=[CH:32][C:31]=2[Cl:37])[N:23]=1)[CH2:18][CH2:19][CH3:20]. Given the product [CH2:17]([O:21][C:22]1[CH:26]=[C:25](/[CH:27]=[CH:9]/[C:10]([O:12][CH2:13][CH3:14])=[O:11])[N:24]([CH2:29][C:30]2[CH:35]=[CH:34][C:33]([Cl:36])=[CH:32][C:31]=2[Cl:37])[N:23]=1)[CH2:18][CH2:19][CH3:20], predict the reactants needed to synthesize it. (2) Given the product [NH2:1][CH2:20][CH:18]([OH:19])[CH2:17][N:7]1[C:6]2[CH:5]=[CH:4][C:3]([Br:2])=[CH:15][C:14]=2[C:13]2[C:8]1=[CH:9][CH:10]=[C:11]([Br:16])[CH:12]=2, predict the reactants needed to synthesize it. The reactants are: [NH3:1].[Br:2][C:3]1[CH:4]=[CH:5][C:6]2[N:7]([CH2:17][CH:18]3[CH2:20][O:19]3)[C:8]3[C:13]([C:14]=2[CH:15]=1)=[CH:12][C:11]([Br:16])=[CH:10][CH:9]=3. (3) Given the product [F:1][C@@H:2]1[CH2:7][CH2:6][CH2:5][CH2:4][C@H:3]1[O:8][C:9]1[N:10]=[C:11]([O:31][CH2:32][CH2:33][CH3:34])[C:12]2[N:17]=[C:16]([C:18]3[CH:19]=[C:20]([CH3:30])[C:21]([O:22][CH2:23][C:24]([N:66]4[CH2:77][CH2:76][CH2:75][C@H:67]4[C:68]([O:70][C:71]([CH3:73])([CH3:74])[CH3:72])=[O:69])=[O:25])=[C:27]([CH3:29])[CH:28]=3)[O:15][C:13]=2[N:14]=1, predict the reactants needed to synthesize it. The reactants are: [F:1][C@@H:2]1[CH2:7][CH2:6][CH2:5][CH2:4][C@H:3]1[O:8][C:9]1[N:10]=[C:11]([O:31][CH2:32][CH2:33][CH3:34])[C:12]2[N:17]=[C:16]([C:18]3[CH:28]=[C:27]([CH3:29])[C:21]([O:22][CH2:23][C:24](O)=[O:25])=[C:20]([CH3:30])[CH:19]=3)[O:15][C:13]=2[N:14]=1.Cl.C(N=C=NCCCN(C)C)C.ON1C2N=CC=CC=2N=N1.C(N(CC)C(C)C)(C)C.[NH:66]1[CH2:77][CH2:76][CH2:75][C@H:67]1[C:68]([O:70][C:71]([CH3:74])([CH3:73])[CH3:72])=[O:69].Cl. (4) The reactants are: [OH:1][C:2]1[CH:3]=[N:4][CH:5]=[C:6]([CH:10]=1)[C:7](Cl)=[O:8].Cl.O[C:13]1[CH:14]=[N:15][CH:16]=[C:17]([CH:21]=1)C(O)=O.COC(=O)C1C=C(O)[CH:28]=[N:27]C=1.C([N:35](CC)CC)C. Given the product [N:15]1[CH:14]=[CH:13][CH:21]=[CH:17][C:16]=1[C:28]1[N:27]=[C:7]([C:6]2[CH:5]=[N:4][CH:3]=[C:2]([OH:1])[CH:10]=2)[O:8][N:35]=1, predict the reactants needed to synthesize it. (5) The reactants are: [CH2:1]([O:3][C:4](=[O:20])[CH:5]([NH:16][C:17](=[O:19])[CH3:18])[C:6]([C:8]1[CH:13]=[CH:12][CH:11]=[C:10]([O:14][CH3:15])[CH:9]=1)=O)[CH3:2].COC(C1N=C(N(C)C)SC=1C1C=CC=C(OC)C=1)=O. Given the product [CH2:1]([O:3][C:4]([C:5]1[N:16]=[C:17]([CH3:18])[O:19][C:6]=1[C:8]1[CH:13]=[CH:12][CH:11]=[C:10]([O:14][CH3:15])[CH:9]=1)=[O:20])[CH3:2], predict the reactants needed to synthesize it. (6) Given the product [CH3:2][C:3]1[CH:8]=[CH:7][N:6]=[C:5]([O:9][C:10]2[CH:11]=[C:12]([CH:13]=[CH:14][CH:15]=2)[CH:16]=[C:17]2[CH2:22][CH2:21][N:20]([C:30]([NH:31][C:32]3[CH:33]=[N:34][CH:35]=[CH:36][CH:37]=3)=[O:29])[CH2:19][CH2:18]2)[CH:4]=1, predict the reactants needed to synthesize it. The reactants are: Cl.[CH3:2][C:3]1[CH:8]=[CH:7][N:6]=[C:5]([O:9][C:10]2[CH:15]=[CH:14][CH:13]=[C:12]([CH:16]=[C:17]3[CH2:22][CH2:21][NH:20][CH2:19][CH2:18]3)[CH:11]=2)[CH:4]=1.C1([O:29][C:30](=O)[NH:31][C:32]2[CH:33]=[N:34][CH:35]=[CH:36][CH:37]=2)C=CC=CC=1.NC1C=NC=CC=1.C(N(CC)CC)C. (7) Given the product [NH:24]([C:2]1[C:3]([N:16]2[CH2:21][CH2:20][N:19]([CH3:22])[CH2:18][CH2:17]2)=[N:4][C:5]2[C:10]([N:11]=1)=[CH:9][C:8]([C:12]([F:15])([F:14])[F:13])=[CH:7][CH:6]=2)[NH2:25], predict the reactants needed to synthesize it. The reactants are: Cl[C:2]1[C:3]([N:16]2[CH2:21][CH2:20][N:19]([CH3:22])[CH2:18][CH2:17]2)=[N:4][C:5]2[C:10]([N:11]=1)=[CH:9][C:8]([C:12]([F:15])([F:14])[F:13])=[CH:7][CH:6]=2.O.[NH2:24][NH2:25]. (8) Given the product [F:19][C:20]1[CH:21]=[CH:22][C:23]([C:2]2[C:11]([CH3:12])=[CH:10][C:9]3[C:4](=[CH:5][CH:6]=[C:7]([O:13][CH3:14])[CH:8]=3)[C:3]=2[O:15][CH2:16][O:17][CH3:18])=[CH:24][CH:25]=1, predict the reactants needed to synthesize it. The reactants are: Br[C:2]1[C:11]([CH3:12])=[CH:10][C:9]2[C:4](=[CH:5][CH:6]=[C:7]([O:13][CH3:14])[CH:8]=2)[C:3]=1[O:15][CH2:16][O:17][CH3:18].[F:19][C:20]1[CH:21]=[C:22](B(O)O)[CH:23]=[CH:24][CH:25]=1.C(=O)([O-])[O-].[Na+].[Na+]. (9) The reactants are: [CH:1]1([C:4]2[C:14]3[CH2:13][CH2:12][N:11]([C:15]([O:17][C:18]([CH3:21])([CH3:20])[CH3:19])=[O:16])[CH2:10][CH2:9][C:8]=3[CH:7]=[C:6]3[O:22][CH2:23][CH2:24][N:25]([CH2:26][CH:27]([OH:31])[CH2:28][O:29][CH3:30])[C:5]=23)[CH2:3][CH2:2]1.[F:32][C:33]1[CH:38]=[CH:37][CH:36]=[CH:35][C:34]=1O.C(C=P(CCCC)(CCCC)CCCC)#N. Given the product [CH:1]1([C:4]2[C:14]3[CH2:13][CH2:12][N:11]([C:15]([O:17][C:18]([CH3:21])([CH3:20])[CH3:19])=[O:16])[CH2:10][CH2:9][C:8]=3[CH:7]=[C:6]3[O:22][CH2:23][CH2:24][N:25]([CH2:26][CH:27]([O:31][C:34]4[CH:35]=[CH:36][CH:37]=[CH:38][C:33]=4[F:32])[CH2:28][O:29][CH3:30])[C:5]=23)[CH2:2][CH2:3]1, predict the reactants needed to synthesize it.